From a dataset of NCI-60 drug combinations with 297,098 pairs across 59 cell lines. Regression. Given two drug SMILES strings and cell line genomic features, predict the synergy score measuring deviation from expected non-interaction effect. (1) Drug 1: C1CC(C1)(C(=O)O)C(=O)O.[NH2-].[NH2-].[Pt+2]. Drug 2: CC1=C(C=C(C=C1)C(=O)NC2=CC(=CC(=C2)C(F)(F)F)N3C=C(N=C3)C)NC4=NC=CC(=N4)C5=CN=CC=C5. Cell line: NCI/ADR-RES. Synergy scores: CSS=0.750, Synergy_ZIP=-2.26, Synergy_Bliss=-6.93, Synergy_Loewe=-5.82, Synergy_HSA=-6.49. (2) Drug 1: CN1CCC(CC1)COC2=C(C=C3C(=C2)N=CN=C3NC4=C(C=C(C=C4)Br)F)OC. Drug 2: CNC(=O)C1=NC=CC(=C1)OC2=CC=C(C=C2)NC(=O)NC3=CC(=C(C=C3)Cl)C(F)(F)F. Cell line: SK-MEL-28. Synergy scores: CSS=3.64, Synergy_ZIP=-4.50, Synergy_Bliss=-6.78, Synergy_Loewe=-12.4, Synergy_HSA=-10.8.